Dataset: Forward reaction prediction with 1.9M reactions from USPTO patents (1976-2016). Task: Predict the product of the given reaction. Given the reactants Br[C:2]1[N:3]=[CH:4][C:5]([C:8]([N:10]2[CH2:15][CH2:14][N:13]([C:16]3[C:21]([CH3:22])=[CH:20][C:19]([CH:23]4[CH2:25][CH2:24]4)=[CH:18][N:17]=3)[CH2:12][CH2:11]2)=[O:9])=[N:6][CH:7]=1.[CH3:26][C:27]1([CH3:33])[O:31][C:30](=[O:32])[NH:29][CH2:28]1, predict the reaction product. The product is: [CH:23]1([C:19]2[CH:20]=[C:21]([CH3:22])[C:16]([N:13]3[CH2:14][CH2:15][N:10]([C:8]([C:5]4[N:6]=[CH:7][C:2]([N:29]5[CH2:28][C:27]([CH3:33])([CH3:26])[O:31][C:30]5=[O:32])=[N:3][CH:4]=4)=[O:9])[CH2:11][CH2:12]3)=[N:17][CH:18]=2)[CH2:25][CH2:24]1.